This data is from Full USPTO retrosynthesis dataset with 1.9M reactions from patents (1976-2016). The task is: Predict the reactants needed to synthesize the given product. (1) Given the product [Cl:19][C:7]1[C:6]2[C:11](=[CH:12][C:13]([O:14][CH3:15])=[C:4]([O:3][CH2:1][CH3:2])[CH:5]=2)[N:10]=[CH:9][N:8]=1, predict the reactants needed to synthesize it. The reactants are: [CH2:1]([O:3][C:4]1[CH:5]=[C:6]2[C:11](=[CH:12][C:13]=1[O:14][CH3:15])[NH:10][CH:9]=[N:8][C:7]2=O)[CH3:2].O=P(Cl)(Cl)[Cl:19]. (2) Given the product [NH2:7][CH2:8][C:9]#[C:10][C:11]1[CH:12]=[CH:13][C:14]2[C:20]3[N:21]=[C:22]([NH:25][C:26]4[CH:31]=[CH:30][C:29]([O:32][CH3:33])=[C:28]([O:34][CH3:35])[CH:27]=4)[N:23]=[CH:24][C:19]=3[CH2:18][C:17](=[O:36])[NH:16][C:15]=2[CH:37]=1, predict the reactants needed to synthesize it. The reactants are: C(OC(=O)[NH:7][CH2:8][C:9]#[C:10][C:11]1[CH:12]=[CH:13][C:14]2[C:20]3[N:21]=[C:22]([NH:25][C:26]4[CH:31]=[CH:30][C:29]([O:32][CH3:33])=[C:28]([O:34][CH3:35])[CH:27]=4)[N:23]=[CH:24][C:19]=3[CH2:18][C:17](=[O:36])[NH:16][C:15]=2[CH:37]=1)(C)(C)C.Cl. (3) Given the product [CH:15]([N:22]1[CH2:27][CH2:26][N:25]([CH2:2][CH:3]2[O:7][C:6](=[O:8])[NH:5][CH2:4]2)[CH2:24][CH2:23]1)([C:16]1[CH:21]=[CH:20][CH:19]=[CH:18][CH:17]=1)[C:9]1[CH:14]=[CH:13][CH:12]=[CH:11][CH:10]=1, predict the reactants needed to synthesize it. The reactants are: I[CH2:2][CH:3]1[O:7][C:6](=[O:8])[NH:5][CH2:4]1.[C:9]1([CH:15]([N:22]2[CH2:27][CH2:26][NH:25][CH2:24][CH2:23]2)[C:16]2[CH:21]=[CH:20][CH:19]=[CH:18][CH:17]=2)[CH:14]=[CH:13][CH:12]=[CH:11][CH:10]=1.C(N(CC)CC)C. (4) Given the product [NH2:41][C:42]1[S:46][C:45]([C:47]2[C:48]([F:54])=[CH:49][CH:50]=[CH:51][C:52]=2[F:53])=[N:44][C:43]=1[C:55]([NH:58][C:59]1[CH:60]=[N:61][N:62]([CH3:78])[C:63]=1[N:64]1[CH2:69][CH2:68][NH:67][CH2:66][C@H:65]1[CH3:77])=[O:57], predict the reactants needed to synthesize it. The reactants are: C1CN([P+](ON2N=NC3C=CC=CC2=3)(N2CCCC2)N2CCCC2)CC1.F[P-](F)(F)(F)(F)F.C(OC([NH:41][C:42]1[S:46][C:45]([C:47]2[C:52]([F:53])=[CH:51][CH:50]=[CH:49][C:48]=2[F:54])=[N:44][C:43]=1[C:55]([OH:57])=O)=O)(C)(C)C.[NH2:58][C:59]1[CH:60]=[N:61][N:62]([CH3:78])[C:63]=1[N:64]1[CH2:69][CH2:68][N:67](C(OC(C)(C)C)=O)[CH2:66][C@H:65]1[CH3:77].CCN(C(C)C)C(C)C. (5) Given the product [F:17][C:18]([F:29])([F:28])[C:19]1[CH:24]=[CH:23][C:22]([C:2]2[C:3]3[CH2:10][CH2:9][CH:8]([NH:11][S:12]([CH2:15][CH3:16])(=[O:14])=[O:13])[C:4]=3[CH:5]=[N:6][CH:7]=2)=[CH:21][CH:20]=1, predict the reactants needed to synthesize it. The reactants are: Br[C:2]1[C:3]2[CH2:10][CH2:9][CH:8]([NH:11][S:12]([CH2:15][CH3:16])(=[O:14])=[O:13])[C:4]=2[CH:5]=[N:6][CH:7]=1.[F:17][C:18]([F:29])([F:28])[C:19]1[CH:24]=[CH:23][C:22](B(O)O)=[CH:21][CH:20]=1. (6) Given the product [CH2:1]([O:3][C:4]([C@@H:6]1[C@H:11]2[C@H:12]3[C@H:21]([CH2:22][CH2:23][C@:9]2([CH3:10])[C@@H:8]([O:26][CH2:27][O:28][CH3:29])[CH2:7]1)[C:20]1[CH:19]=[CH:18][C:17]([O:24][CH3:25])=[CH:16][C:15]=1[CH2:14][CH2:13]3)=[O:5])[CH3:2], predict the reactants needed to synthesize it. The reactants are: [CH2:1]([O:3][C:4]([C@@H:6]1[C@H:11]2[C@H:12]3[C@H:21]([CH2:22][CH2:23][C@:9]2([CH3:10])[C@@H:8]([OH:26])[CH2:7]1)[C:20]1[CH:19]=[CH:18][C:17]([O:24][CH3:25])=[CH:16][C:15]=1[CH2:14][CH2:13]3)=[O:5])[CH3:2].[CH2:27](Cl)[O:28][CH3:29].O.